From a dataset of Full USPTO retrosynthesis dataset with 1.9M reactions from patents (1976-2016). Predict the reactants needed to synthesize the given product. Given the product [C:42]([O:41][C:40]([NH:39][CH2:38][CH2:37][N:36]([CH2:35][CH2:34][NH:33][C:31]([O:30][C:26]([CH3:29])([CH3:28])[CH3:27])=[O:32])[C:19]([CH2:18][CH2:17][C@H:16]([NH:15][C:13]([O:12][C:8]([CH3:9])([CH3:10])[CH3:11])=[O:14])[C:22]([O:24][CH3:25])=[O:23])=[O:21])=[O:46])([CH3:45])([CH3:44])[CH3:43], predict the reactants needed to synthesize it. The reactants are: CN1CCOCC1.[C:8]([O:12][C:13]([NH:15][C@H:16]([C:22]([O:24][CH3:25])=[O:23])[CH2:17][CH2:18][C:19]([OH:21])=O)=[O:14])([CH3:11])([CH3:10])[CH3:9].[C:26]([O:30][C:31]([NH:33][CH2:34][CH2:35][NH:36][CH2:37][CH2:38][NH:39][C:40](=[O:46])[O:41][C:42]([CH3:45])([CH3:44])[CH3:43])=[O:32])([CH3:29])([CH3:28])[CH3:27].